This data is from NCI-60 drug combinations with 297,098 pairs across 59 cell lines. The task is: Regression. Given two drug SMILES strings and cell line genomic features, predict the synergy score measuring deviation from expected non-interaction effect. (1) Drug 1: CCN(CC)CCNC(=O)C1=C(NC(=C1C)C=C2C3=C(C=CC(=C3)F)NC2=O)C. Drug 2: CC1CCCC2(C(O2)CC(NC(=O)CC(C(C(=O)C(C1O)C)(C)C)O)C(=CC3=CSC(=N3)C)C)C. Cell line: NCI-H226. Synergy scores: CSS=25.9, Synergy_ZIP=2.63, Synergy_Bliss=0.112, Synergy_Loewe=-25.1, Synergy_HSA=-3.49. (2) Drug 1: C1=CC(=CC=C1CC(C(=O)O)N)N(CCCl)CCCl.Cl. Drug 2: CC1C(C(CC(O1)OC2CC(CC3=C2C(=C4C(=C3O)C(=O)C5=CC=CC=C5C4=O)O)(C(=O)C)O)N)O. Cell line: UACC-257. Synergy scores: CSS=49.1, Synergy_ZIP=1.52, Synergy_Bliss=5.55, Synergy_Loewe=-32.9, Synergy_HSA=3.83. (3) Cell line: HCC-2998. Synergy scores: CSS=72.8, Synergy_ZIP=-2.66, Synergy_Bliss=0.294, Synergy_Loewe=-8.86, Synergy_HSA=-0.0624. Drug 1: CCCCC(=O)OCC(=O)C1(CC(C2=C(C1)C(=C3C(=C2O)C(=O)C4=C(C3=O)C=CC=C4OC)O)OC5CC(C(C(O5)C)O)NC(=O)C(F)(F)F)O. Drug 2: CCN(CC)CCCC(C)NC1=C2C=C(C=CC2=NC3=C1C=CC(=C3)Cl)OC. (4) Drug 1: CNC(=O)C1=CC=CC=C1SC2=CC3=C(C=C2)C(=NN3)C=CC4=CC=CC=N4. Drug 2: CCC1(C2=C(COC1=O)C(=O)N3CC4=CC5=C(C=CC(=C5CN(C)C)O)N=C4C3=C2)O.Cl. Cell line: PC-3. Synergy scores: CSS=13.8, Synergy_ZIP=2.41, Synergy_Bliss=0.817, Synergy_Loewe=-16.9, Synergy_HSA=-1.36. (5) Drug 1: CN(C(=O)NC(C=O)C(C(C(CO)O)O)O)N=O. Drug 2: C1CN(P(=O)(OC1)NCCCl)CCCl. Cell line: CCRF-CEM. Synergy scores: CSS=3.02, Synergy_ZIP=-0.0703, Synergy_Bliss=1.47, Synergy_Loewe=3.17, Synergy_HSA=0.907. (6) Drug 1: CCC1(CC2CC(C3=C(CCN(C2)C1)C4=CC=CC=C4N3)(C5=C(C=C6C(=C5)C78CCN9C7C(C=CC9)(C(C(C8N6C=O)(C(=O)OC)O)OC(=O)C)CC)OC)C(=O)OC)O.OS(=O)(=O)O. Drug 2: CS(=O)(=O)OCCCCOS(=O)(=O)C. Cell line: SF-295. Synergy scores: CSS=-2.99, Synergy_ZIP=3.83, Synergy_Bliss=2.92, Synergy_Loewe=-3.53, Synergy_HSA=-2.81. (7) Drug 1: C1=CC(=CC=C1CCC2=CNC3=C2C(=O)NC(=N3)N)C(=O)NC(CCC(=O)O)C(=O)O. Drug 2: C1CC(=O)NC(=O)C1N2C(=O)C3=CC=CC=C3C2=O. Cell line: MDA-MB-435. Synergy scores: CSS=5.26, Synergy_ZIP=-3.50, Synergy_Bliss=-7.36, Synergy_Loewe=-49.1, Synergy_HSA=-6.23. (8) Drug 1: C1CCC(CC1)NC(=O)N(CCCl)N=O. Drug 2: CC1=CC=C(C=C1)C2=CC(=NN2C3=CC=C(C=C3)S(=O)(=O)N)C(F)(F)F. Cell line: SK-MEL-2. Synergy scores: CSS=9.09, Synergy_ZIP=-7.11, Synergy_Bliss=-8.67, Synergy_Loewe=-9.25, Synergy_HSA=-8.53.